The task is: Predict the reactants needed to synthesize the given product.. This data is from Full USPTO retrosynthesis dataset with 1.9M reactions from patents (1976-2016). Given the product [C:31]([OH:38])(=[O:37])/[CH:32]=[CH:33]/[C:34]([OH:36])=[O:35].[Cl:1][C:2]1[CH:9]=[CH:8][C:5]([C:6]#[N:7])=[C:4]([O:10][C:11]2[CH:16]=[CH:15][CH:14]=[C:13]([CH2:17][NH:28][CH3:27])[C:12]=2[O:19][CH2:20][C:21]([F:24])([F:23])[F:22])[CH:3]=1, predict the reactants needed to synthesize it. The reactants are: [Cl:1][C:2]1[CH:9]=[CH:8][C:5]([C:6]#[N:7])=[C:4]([O:10][C:11]2[CH:16]=[CH:15][CH:14]=[C:13]([CH:17]=O)[C:12]=2[O:19][CH2:20][C:21]([F:24])([F:23])[F:22])[CH:3]=1.CN.[C:27]([BH3-])#[N:28].[Na+].[C:31]([OH:38])(=[O:37])/[CH:32]=[CH:33]/[C:34]([OH:36])=[O:35].